From a dataset of Reaction yield outcomes from USPTO patents with 853,638 reactions. Predict the reaction yield, written as a fraction of the theoretical maximum amount of product (1.0 means a 100% yield; for example, 0.34 means a 34% yield). (1) The reactants are [Li]CCCC.[ClH:6].CC(NC(C)C)C.CN(C)CCN(C)C.[Cl:22][C:23]1[CH:28]=[CH:27][C:26]([C:29]2([C:34]3[CH:35]=[C:36]4[C:41](=[CH:42][CH:43]=3)[N:40]=[CH:39][CH:38]=[C:37]4[CH3:44])[O:33][CH2:32][CH2:31][O:30]2)=[CH:25][CH:24]=1.Cl[CH2:46][C:47]1[S:48][C:49](CCl)=[CH:50][CH:51]=1. The catalyst is C1COCC1.O. The product is [Cl:22][C:23]1[CH:24]=[CH:25][C:26]([C:29]2([C:34]3[CH:35]=[C:36]4[C:41](=[CH:42][CH:43]=3)[N:40]=[CH:39][CH:38]=[C:37]4[CH2:44][CH2:46][C:47]3[S:48][C:49]([Cl:6])=[CH:50][CH:51]=3)[O:30][CH2:31][CH2:32][O:33]2)=[CH:27][CH:28]=1. The yield is 0.230. (2) The catalyst is C(Cl)Cl. The product is [C:4]([O:8][CH2:9][CH2:10][CH2:11][O:12][NH2:13])([CH3:7])([CH3:6])[CH3:5]. The yield is 0.750. The reactants are O.NN.[C:4]([O:8][CH2:9][CH2:10][CH2:11][O:12][N:13]1C(=O)C2C(=CC=CC=2)C1=O)([CH3:7])([CH3:6])[CH3:5].CO. (3) The reactants are C([CH2:8][NH:9][CH2:10][CH2:11][N:12]1[CH2:17][CH2:16][CH:15]([O:18][C:19](=[O:33])[NH:20][C:21]2[CH:26]=[CH:25][CH:24]=[CH:23][C:22]=2[C:27]2[CH:32]=[CH:31][CH:30]=[CH:29][CH:28]=2)[CH2:14][CH2:13]1)C1C=CC=CC=1.CCO.C(OC(C)C)(=O)C. The catalyst is C(Cl)Cl. The product is [CH3:8][NH:9][CH2:10][CH2:11][N:12]1[CH2:17][CH2:16][CH:15]([O:18][C:19](=[O:33])[NH:20][C:21]2[CH:26]=[CH:25][CH:24]=[CH:23][C:22]=2[C:27]2[CH:32]=[CH:31][CH:30]=[CH:29][CH:28]=2)[CH2:14][CH2:13]1. The yield is 0.700. (4) The reactants are [F:1][C:2]1[CH:9]=[CH:8][C:5](C=O)=[CH:4][CH:3]=1.[C:10]1([CH3:17])[C:15]([SH:16])=[CH:14][CH:13]=[CH:12][CH:11]=1.[CH:18]([NH2:20])=[O:19].[C:21]1(C)C=CC=CC=1. The catalyst is CCOC(C)=O.O. The product is [F:1][C:2]1[CH:3]=[CH:4][C:5]([N:20]([CH2:21][S:16][C:15]2[CH:14]=[CH:13][CH:12]=[CH:11][C:10]=2[CH3:17])[CH:18]=[O:19])=[CH:8][CH:9]=1. The yield is 0.850. (5) The reactants are [CH3:1][C:2]1[CH:3]=[N:4][C:5]([C:12]2[N:17]=[CH:16][CH:15]=[CH:14][N:13]=2)=[C:6]([CH:11]=1)[C:7]([O:9]C)=[O:8].[OH-].[Na+]. The yield is 0.990. The product is [CH3:1][C:2]1[CH:3]=[N:4][C:5]([C:12]2[N:13]=[CH:14][CH:15]=[CH:16][N:17]=2)=[C:6]([CH:11]=1)[C:7]([OH:9])=[O:8]. The catalyst is CO.